Task: Predict the reactants needed to synthesize the given product.. Dataset: Full USPTO retrosynthesis dataset with 1.9M reactions from patents (1976-2016) (1) Given the product [CH3:23][C:13]1[CH:18]=[CH:17][C:16]([S:19]([O:8][CH2:7][CH2:6][C:5]#[C:4][Si:3]([CH2:1][CH3:2])([CH2:9][CH3:10])[CH2:11][CH3:12])(=[O:21])=[O:20])=[CH:15][CH:14]=1, predict the reactants needed to synthesize it. The reactants are: [CH2:1]([Si:3]([CH2:11][CH3:12])([CH2:9][CH3:10])[C:4]#[C:5][CH2:6][CH2:7][OH:8])[CH3:2].[C:13]1([CH3:23])[CH:18]=[CH:17][C:16]([S:19](Cl)(=[O:21])=[O:20])=[CH:15][CH:14]=1.N1C=CC=CC=1. (2) Given the product [F:19][C:15]1[CH:14]=[C:13]([CH:18]=[CH:17][CH:16]=1)[O:12][CH2:11][C:9]1[N:10]=[C:5]2[N:4]=[CH:3][C:2]([C:24]3[CH:25]=[CH:26][C:21]([F:20])=[CH:22][CH:23]=3)=[CH:7][N:6]2[CH:8]=1, predict the reactants needed to synthesize it. The reactants are: Br[C:2]1[CH:3]=[N:4][C:5]2[N:6]([CH:8]=[C:9]([CH2:11][O:12][C:13]3[CH:18]=[CH:17][CH:16]=[C:15]([F:19])[CH:14]=3)[N:10]=2)[CH:7]=1.[F:20][C:21]1[CH:26]=[CH:25][C:24](B(O)O)=[CH:23][CH:22]=1. (3) Given the product [CH2:2]=[CH:1][N:3]1[C:4](=[O:8])[CH2:5][CH2:6][CH2:7]1.[CH3:12][C:9]([C:13]1[CH:14]=[CH:15][C:16]([CH:17]=[CH2:18])=[CH:19][CH:20]=1)([CH3:10])[CH3:11], predict the reactants needed to synthesize it. The reactants are: [CH:1]([N:3]1[CH2:7][CH2:6][CH2:5][C:4]1=[O:8])=[CH2:2].[C:9]([C:13]1[CH:20]=[CH:19][C:16]([CH:17]=[CH2:18])=[CH:15][CH:14]=1)([CH3:12])([CH3:11])[CH3:10]. (4) Given the product [ClH:1].[NH:2]1[CH2:7][CH2:6][O:5][CH:4]([C:8]2[CH:13]=[CH:12][C:11]([NH:14][C:15]([C:17]3[CH:34]=[CH:33][C:20]([O:21][CH2:22][C:23]4[CH:32]=[CH:31][C:26]([C:27]([OH:29])=[O:28])=[CH:25][CH:24]=4)=[CH:19][CH:18]=3)=[O:16])=[CH:10][CH:9]=2)[CH2:3]1, predict the reactants needed to synthesize it. The reactants are: [ClH:1].[NH:2]1[CH2:7][CH2:6][O:5][CH:4]([C:8]2[CH:13]=[CH:12][C:11]([NH:14][C:15]([C:17]3[CH:34]=[CH:33][C:20]([O:21][CH2:22][C:23]4[CH:32]=[CH:31][C:26]([C:27]([O:29]C)=[O:28])=[CH:25][CH:24]=4)=[CH:19][CH:18]=3)=[O:16])=[CH:10][CH:9]=2)[CH2:3]1.CO.[Li+].[OH-]. (5) Given the product [CH2:1]([N:8]1[CH:12]=[C:11]([C:13]2[C:19]3[C:18](=[CH:24][C:23]([O:22][CH3:21])=[CH:28][CH:27]=3)[O:17][C:15](=[O:16])[CH:14]=2)[N:10]=[CH:9]1)[C:2]1[CH:7]=[CH:6][CH:5]=[CH:4][CH:3]=1, predict the reactants needed to synthesize it. The reactants are: [CH2:1]([N:8]1[CH:12]=[C:11]([C:13](=O)[CH2:14][C:15]([O:17][CH2:18][CH3:19])=[O:16])[N:10]=[CH:9]1)[C:2]1[CH:7]=[CH:6][CH:5]=[CH:4][CH:3]=1.[CH3:21][O:22][C:23]1[CH:24]=C(O)C=[CH:27][CH:28]=1.S(=O)(=O)(O)O.P(Cl)(Cl)(Cl)=O.